Dataset: NCI-60 drug combinations with 297,098 pairs across 59 cell lines. Task: Regression. Given two drug SMILES strings and cell line genomic features, predict the synergy score measuring deviation from expected non-interaction effect. (1) Drug 1: C#CCC(CC1=CN=C2C(=N1)C(=NC(=N2)N)N)C3=CC=C(C=C3)C(=O)NC(CCC(=O)O)C(=O)O. Drug 2: CCN(CC)CCCC(C)NC1=C2C=C(C=CC2=NC3=C1C=CC(=C3)Cl)OC. Cell line: RPMI-8226. Synergy scores: CSS=31.4, Synergy_ZIP=-11.7, Synergy_Bliss=-10.5, Synergy_Loewe=-6.86, Synergy_HSA=-7.91. (2) Drug 1: C1CCN(CC1)CCOC2=CC=C(C=C2)C(=O)C3=C(SC4=C3C=CC(=C4)O)C5=CC=C(C=C5)O. Drug 2: CC(C)(C#N)C1=CC(=CC(=C1)CN2C=NC=N2)C(C)(C)C#N. Synergy scores: CSS=7.90, Synergy_ZIP=-2.56, Synergy_Bliss=7.18, Synergy_Loewe=5.90, Synergy_HSA=7.16. Cell line: MCF7.